Task: Predict the product of the given reaction.. Dataset: Forward reaction prediction with 1.9M reactions from USPTO patents (1976-2016) (1) Given the reactants C1C=CC(P(C2C=CC=CC=2)C2C=CC=CC=2)=CC=1.[C:20]([Br:24])(Br)(Br)Br.[F:25][C:26]1[CH:31]=[C:30]([O:32][Si:33]([CH:40]([CH3:42])[CH3:41])([CH:37]([CH3:39])[CH3:38])[CH:34]([CH3:36])[CH3:35])[CH:29]=[C:28]([F:43])[C:27]=1[CH2:44]CO, predict the reaction product. The product is: [Br:24][CH2:20][CH2:44][C:27]1[C:26]([F:25])=[CH:31][C:30]([O:32][Si:33]([CH:40]([CH3:42])[CH3:41])([CH:34]([CH3:36])[CH3:35])[CH:37]([CH3:38])[CH3:39])=[CH:29][C:28]=1[F:43]. (2) Given the reactants Cl[CH2:2][CH2:3][N:4]1[CH2:9][CH2:8]O[CH2:6][CH2:5]1.[I-].[Na+].[C:12](=O)([O-])[O-].[Cs+].[Cs+].[Cl:18][C:19]1[C:20]([OH:39])=[CH:21][CH:22]=[C:23]2[C:28]=1[N:27]=[C:26]([C:29]1[N:30]=[C:31]([NH:34][CH:35]([CH3:37])[CH3:36])[O:32][CH:33]=1)[CH:25]=[C:24]2[OH:38].Cl, predict the reaction product. The product is: [Cl:18][C:19]1[C:20]([O:39][CH2:2][CH2:3][N:4]2[CH2:9][CH2:8][CH2:12][CH2:6][CH2:5]2)=[CH:21][CH:22]=[C:23]2[C:28]=1[N:27]=[C:26]([C:29]1[N:30]=[C:31]([NH:34][CH:35]([CH3:36])[CH3:37])[O:32][CH:33]=1)[CH:25]=[C:24]2[OH:38]. (3) Given the reactants [NH2:1][C:2]1[N:7]=[C:6]([C:8]2[C:13]([C:14]([F:17])([F:16])[F:15])=[CH:12][CH:11]=[CH:10][N:9]=2)[CH:5]=[CH:4][C:3]=1[C:18]([NH2:20])=[O:19].N1C=CC=CC=1.[CH3:27][O:28][CH2:29][C:30](Cl)=O.[OH-].[Na+], predict the reaction product. The product is: [CH3:27][O:28][CH2:29][C:30]1[NH:20][C:18](=[O:19])[C:3]2[CH:4]=[CH:5][C:6]([C:8]3[C:13]([C:14]([F:17])([F:16])[F:15])=[CH:12][CH:11]=[CH:10][N:9]=3)=[N:7][C:2]=2[N:1]=1. (4) Given the reactants [F:1][C:2]([F:16])([F:15])[C:3]1[CH:4]=[CH:5][C:6]([N:9]2[CH2:14][CH2:13][NH:12][CH2:11][CH2:10]2)=[N:7][CH:8]=1.C[O:18][C:19](=[O:24])[CH2:20][CH2:21][CH2:22]Br.C(=O)([O-])[O-].[K+].[K+].[I-].[K+].[OH-].[Li+:34], predict the reaction product. The product is: [Li+:34].[F:16][C:2]([F:1])([F:15])[C:3]1[CH:4]=[CH:5][C:6]([N:9]2[CH2:10][CH2:11][N:12]([CH2:22][CH2:21][CH2:20][C:19]([O-:24])=[O:18])[CH2:13][CH2:14]2)=[N:7][CH:8]=1. (5) Given the reactants [CH3:1][NH:2][C:3]1[C:8]([CH:9]=O)=[CH:7][N:6]=[C:5]([S:11][CH3:12])[N:4]=1.[N+:13]([C:16]1[CH:17]=[C:18]([CH2:22][C:23]#[N:24])[CH:19]=[CH:20][CH:21]=1)([O-:15])=[O:14].C([O-])([O-])=O.[K+].[K+], predict the reaction product. The product is: [CH3:1][N:2]1[C:3]2[N:4]=[C:5]([S:11][CH3:12])[N:6]=[CH:7][C:8]=2[CH:9]=[C:22]([C:18]2[CH:19]=[CH:20][CH:21]=[C:16]([N+:13]([O-:15])=[O:14])[CH:17]=2)[C:23]1=[NH:24]. (6) Given the reactants Cl.[NH2:2][C:3]1[CH:4]=[C:5]([CH:21]=[CH:22][CH:23]=1)[CH2:6][NH:7][C:8]1[C:17]2[C:12](=[C:13]([C:18]([NH2:20])=[O:19])[CH:14]=[CH:15][CH:16]=2)[N:11]=[CH:10][N:9]=1.Cl[C:25]1[CH:30]=[C:29]([C:31]#[N:32])[CH:28]=[CH:27][N:26]=1, predict the reaction product. The product is: [C:31]([C:29]1[CH:28]=[CH:27][N:26]=[C:25]([NH:2][C:3]2[CH:4]=[C:5]([CH:21]=[CH:22][CH:23]=2)[CH2:6][NH:7][C:8]2[C:17]3[C:12](=[C:13]([C:18]([NH2:20])=[O:19])[CH:14]=[CH:15][CH:16]=3)[N:11]=[CH:10][N:9]=2)[CH:30]=1)#[N:32]. (7) Given the reactants [S:1]1[CH:5]=[CH:4][N:3]=[CH:2]1.[Li]CCCC.[O:11]1[C:15]2([CH2:20][CH2:19][C:18](=[O:21])[CH2:17][CH2:16]2)[O:14][CH2:13][CH2:12]1, predict the reaction product. The product is: [S:1]1[CH:5]=[CH:4][N:3]=[C:2]1[C:18]1([OH:21])[CH2:19][CH2:20][C:15]2([O:14][CH2:13][CH2:12][O:11]2)[CH2:16][CH2:17]1. (8) Given the reactants BrC1C(=O)N(CCCCCC)C2C=1C=C1C(=C(Br)C(=[O:20])N1CCCCCC)C=2.C(C(CCCCCCCCCC)C[N:39]1[C:46](C2SC(B3OC(C)(C)C(C)(C)O3)=CC=2)=[C:45]2[C:41](=[C:42](C3SC(B4OC(C)(C)C(C)(C)O4)=CC=3)[N:43](CC(CCCCCCCC)CCCCCCCCCC)[C:44]2=[O:61])[C:40]1=O)CCCCCCC.[O-]P([O-])([O-])=O.[K+].[K+].[K+].C1(C)C=CC=CC=1.O, predict the reaction product. The product is: [O:20]=[C:45]1[C:46]2[C:42]([CH:41]=[CH:40][N:39]=2)=[N:43][C:44]1=[O:61].